From a dataset of Peptide-MHC class I binding affinity with 185,985 pairs from IEDB/IMGT. Regression. Given a peptide amino acid sequence and an MHC pseudo amino acid sequence, predict their binding affinity value. This is MHC class I binding data. (1) The peptide sequence is ADVRALGGL. The binding affinity (normalized) is 0. The MHC is HLA-A01:01 with pseudo-sequence HLA-A01:01. (2) The peptide sequence is KWEKYCVL. The MHC is H-2-Kb with pseudo-sequence H-2-Kb. The binding affinity (normalized) is 0.0735. (3) The peptide sequence is MELSLRAIQ. The MHC is HLA-A29:02 with pseudo-sequence HLA-A29:02. The binding affinity (normalized) is 0.0847. (4) The peptide sequence is RVYINVVVK. The MHC is HLA-B08:01 with pseudo-sequence HLA-B08:01. The binding affinity (normalized) is 0.0847. (5) The peptide sequence is SYAMCTNTF. The MHC is HLA-A02:01 with pseudo-sequence HLA-A02:01. The binding affinity (normalized) is 0.0896.